From a dataset of NCI-60 drug combinations with 297,098 pairs across 59 cell lines. Regression. Given two drug SMILES strings and cell line genomic features, predict the synergy score measuring deviation from expected non-interaction effect. (1) Drug 1: CCC1=C2CN3C(=CC4=C(C3=O)COC(=O)C4(CC)O)C2=NC5=C1C=C(C=C5)O. Drug 2: C1=CC=C(C=C1)NC(=O)CCCCCCC(=O)NO. Cell line: MDA-MB-435. Synergy scores: CSS=25.0, Synergy_ZIP=-2.81, Synergy_Bliss=1.78, Synergy_Loewe=-10.1, Synergy_HSA=-0.864. (2) Drug 2: CCC1=CC2CC(C3=C(CN(C2)C1)C4=CC=CC=C4N3)(C5=C(C=C6C(=C5)C78CCN9C7C(C=CC9)(C(C(C8N6C)(C(=O)OC)O)OC(=O)C)CC)OC)C(=O)OC.C(C(C(=O)O)O)(C(=O)O)O. Drug 1: CC(C1=C(C=CC(=C1Cl)F)Cl)OC2=C(N=CC(=C2)C3=CN(N=C3)C4CCNCC4)N. Cell line: ACHN. Synergy scores: CSS=19.3, Synergy_ZIP=-10.1, Synergy_Bliss=-2.39, Synergy_Loewe=-1.93, Synergy_HSA=-2.21. (3) Drug 1: C1CC(=O)NC(=O)C1N2C(=O)C3=CC=CC=C3C2=O. Drug 2: CC12CCC3C(C1CCC2OP(=O)(O)O)CCC4=C3C=CC(=C4)OC(=O)N(CCCl)CCCl.[Na+]. Cell line: SK-MEL-28. Synergy scores: CSS=4.01, Synergy_ZIP=-2.07, Synergy_Bliss=-0.235, Synergy_Loewe=-2.81, Synergy_HSA=-1.40. (4) Drug 2: CC1CCC2CC(C(=CC=CC=CC(CC(C(=O)C(C(C(=CC(C(=O)CC(OC(=O)C3CCCCN3C(=O)C(=O)C1(O2)O)C(C)CC4CCC(C(C4)OC)OCCO)C)C)O)OC)C)C)C)OC. Synergy scores: CSS=49.2, Synergy_ZIP=-0.759, Synergy_Bliss=-1.28, Synergy_Loewe=-13.1, Synergy_HSA=1.75. Cell line: DU-145. Drug 1: CC1=C2C(C(=O)C3(C(CC4C(C3C(C(C2(C)C)(CC1OC(=O)C(C(C5=CC=CC=C5)NC(=O)OC(C)(C)C)O)O)OC(=O)C6=CC=CC=C6)(CO4)OC(=O)C)OC)C)OC. (5) Drug 1: C1=NC2=C(N=C(N=C2N1C3C(C(C(O3)CO)O)O)F)N. Drug 2: CC1CCC2CC(C(=CC=CC=CC(CC(C(=O)C(C(C(=CC(C(=O)CC(OC(=O)C3CCCCN3C(=O)C(=O)C1(O2)O)C(C)CC4CCC(C(C4)OC)O)C)C)O)OC)C)C)C)OC. Cell line: SK-OV-3. Synergy scores: CSS=15.7, Synergy_ZIP=-3.97, Synergy_Bliss=-0.325, Synergy_Loewe=-4.84, Synergy_HSA=-3.41. (6) Drug 1: C1=C(C(=O)NC(=O)N1)F. Drug 2: C1=NC2=C(N1)C(=S)N=C(N2)N. Cell line: M14. Synergy scores: CSS=24.6, Synergy_ZIP=-12.3, Synergy_Bliss=-9.16, Synergy_Loewe=-4.56, Synergy_HSA=-2.94. (7) Drug 1: C1=C(C(=O)NC(=O)N1)N(CCCl)CCCl. Drug 2: CCCS(=O)(=O)NC1=C(C(=C(C=C1)F)C(=O)C2=CNC3=C2C=C(C=N3)C4=CC=C(C=C4)Cl)F. Cell line: EKVX. Synergy scores: CSS=6.12, Synergy_ZIP=-1.35, Synergy_Bliss=4.27, Synergy_Loewe=0.568, Synergy_HSA=2.30. (8) Drug 1: CCN(CC)CCNC(=O)C1=C(NC(=C1C)C=C2C3=C(C=CC(=C3)F)NC2=O)C. Drug 2: CCN(CC)CCCC(C)NC1=C2C=C(C=CC2=NC3=C1C=CC(=C3)Cl)OC. Cell line: SF-539. Synergy scores: CSS=38.6, Synergy_ZIP=-1.23, Synergy_Bliss=0.288, Synergy_Loewe=0.507, Synergy_HSA=0.371. (9) Drug 1: CC1=C(C=C(C=C1)NC2=NC=CC(=N2)N(C)C3=CC4=NN(C(=C4C=C3)C)C)S(=O)(=O)N.Cl. Drug 2: CC12CCC3C(C1CCC2O)C(CC4=C3C=CC(=C4)O)CCCCCCCCCS(=O)CCCC(C(F)(F)F)(F)F. Cell line: HOP-62. Synergy scores: CSS=9.90, Synergy_ZIP=1.10, Synergy_Bliss=5.62, Synergy_Loewe=6.28, Synergy_HSA=5.93. (10) Drug 1: C1=NNC2=C1C(=O)NC=N2. Drug 2: C(CCl)NC(=O)N(CCCl)N=O. Cell line: 786-0. Synergy scores: CSS=8.17, Synergy_ZIP=-1.65, Synergy_Bliss=-0.897, Synergy_Loewe=-1.72, Synergy_HSA=-1.38.